This data is from Orexin1 receptor HTS with 218,158 compounds and 233 confirmed actives. The task is: Binary Classification. Given a drug SMILES string, predict its activity (active/inactive) in a high-throughput screening assay against a specified biological target. (1) The compound is s1c2nc([nH]c(=O)c2c(c1)c1ccccc1)CN1CCN(CC1)c1cc(OC)ccc1. The result is 0 (inactive). (2) The molecule is Clc1c(NS(=O)(=O)c2cc(ccc2)C(=O)NNC2=c3c(=NC2=O)cccc3)cccc1. The result is 1 (active). (3) The drug is S(=O)(=O)(N)c1ccc(C(NC(=O)c2nccnc2)C)cc1. The result is 0 (inactive). (4) The compound is S(=O)(=O)(N1CCc2c(C1)cccc2)c1c(OC)ccc(c1)/C=C\C(O)=O. The result is 0 (inactive). (5) The molecule is S(=O)(=O)(N(c1cc2OCCOc2cc1)CC(=O)NCc1ncccc1)C. The result is 0 (inactive). (6) The molecule is S(=O)(=O)(N1CCCC1)c1ccc(cc1)C(=O)NCC(=O)N\N=C\c1c(OC)ccc(OC)c1. The result is 0 (inactive). (7) The compound is O(CCCC)c1ccc(cc1)C(=O)NCC(=O)NCc1ncccc1. The result is 0 (inactive).